Predict the product of the given reaction. From a dataset of Forward reaction prediction with 1.9M reactions from USPTO patents (1976-2016). Given the reactants [CH3:1][N:2]([CH3:21])[CH2:3][CH2:4][CH2:5][N:6]1[CH2:11][CH2:10][N:9]([C:12]2[CH:17]=[CH:16][C:15]([N+:18]([O-])=O)=[CH:14][CH:13]=2)[CH2:8][CH2:7]1, predict the reaction product. The product is: [CH3:21][N:2]([CH3:1])[CH2:3][CH2:4][CH2:5][N:6]1[CH2:11][CH2:10][N:9]([C:12]2[CH:13]=[CH:14][C:15]([NH2:18])=[CH:16][CH:17]=2)[CH2:8][CH2:7]1.